The task is: Regression. Given a peptide amino acid sequence and an MHC pseudo amino acid sequence, predict their binding affinity value. This is MHC class I binding data.. This data is from Peptide-MHC class I binding affinity with 185,985 pairs from IEDB/IMGT. (1) The MHC is HLA-B07:02 with pseudo-sequence HLA-B07:02. The peptide sequence is VSHCRATEY. The binding affinity (normalized) is 0.0847. (2) The peptide sequence is LSFKELLVY. The MHC is HLA-A23:01 with pseudo-sequence HLA-A23:01. The binding affinity (normalized) is 0.277. (3) The peptide sequence is EYQKTKNNDW. The MHC is HLA-A24:02 with pseudo-sequence HLA-A24:02. The binding affinity (normalized) is 0.0857.